Dataset: Full USPTO retrosynthesis dataset with 1.9M reactions from patents (1976-2016). Task: Predict the reactants needed to synthesize the given product. (1) Given the product [CH3:1][C:2]1[O:6][N:5]=[C:4]([C:7]2[CH:8]=[CH:9][CH:10]=[CH:11][CH:12]=2)[C:3]=1[C:13]1[N:14]=[C:15]2[CH:20]=[C:19]([NH:21][C:30](=[O:31])[CH2:29][C:25]3[CH:24]=[N:23][CH:28]=[CH:27][CH:26]=3)[CH:18]=[CH:17][N:16]2[CH:22]=1, predict the reactants needed to synthesize it. The reactants are: [CH3:1][C:2]1[O:6][N:5]=[C:4]([C:7]2[CH:12]=[CH:11][CH:10]=[CH:9][CH:8]=2)[C:3]=1[C:13]1[N:14]=[C:15]2[CH:20]=[C:19]([NH2:21])[CH:18]=[CH:17][N:16]2[CH:22]=1.[N:23]1[CH:28]=[CH:27][CH:26]=[C:25]([CH2:29][C:30](O)=[O:31])[CH:24]=1.C(N(CC)C(C)C)(C)C.[Cl-].[Na+].O.O. (2) Given the product [Br:1][C:2]1[CH:3]=[C:4]([N+:9]([O-:11])=[O:10])[C:5]([O:13][CH3:12])=[N:6][CH:7]=1, predict the reactants needed to synthesize it. The reactants are: [Br:1][C:2]1[CH:3]=[C:4]([N+:9]([O-:11])=[O:10])[C:5](Cl)=[N:6][CH:7]=1.[CH3:12][O-:13].[Na+].O. (3) Given the product [CH2:1]([C:10]1[CH:46]=[CH:45][C:13]([CH2:14][C:16]2[CH:24]=[C:23]([C:25]([OH:27])=[O:26])[C:22]([CH2:28][C:29]3[CH:30]=[CH:31][C:32]([CH2:35][CH2:36][CH2:37][CH2:38][CH2:39][CH2:40][CH2:41][CH2:42][CH3:43])=[CH:33][CH:34]=3)=[CH:21][C:17]=2[C:18]([OH:20])=[O:19])=[CH:12][CH:11]=1)[CH2:2][CH2:3][CH2:4][CH2:5][CH2:6][CH2:7][CH2:8][CH3:9], predict the reactants needed to synthesize it. The reactants are: [CH2:1]([C:10]1[CH:46]=[CH:45][C:13]([C:14]([C:16]2[CH:24]=[C:23]([C:25]([OH:27])=[O:26])[C:22]([C:28](=O)[C:29]3[CH:34]=[CH:33][C:32]([CH2:35][CH2:36][CH2:37][CH2:38][CH2:39][CH2:40][CH2:41][CH2:42][CH3:43])=[CH:31][CH:30]=3)=[CH:21][C:17]=2[C:18]([OH:20])=[O:19])=O)=[CH:12][CH:11]=1)[CH2:2][CH2:3][CH2:4][CH2:5][CH2:6][CH2:7][CH2:8][CH3:9].[H][H]. (4) Given the product [Br:1][C:2]1[CH:7]=[C:6]([F:8])[CH:5]=[CH:4][C:3]=1[S:9]([NH:13][C:14]1[CH:23]=[CH:22][C:21]2[N:20]3[CH2:24][CH2:25][C@@H:19]3[CH2:18][O:17][C:16]=2[C:15]=1[C:26]([O:28][C:29]([CH3:32])([CH3:31])[CH3:30])=[O:27])(=[O:11])=[O:10], predict the reactants needed to synthesize it. The reactants are: [Br:1][C:2]1[CH:7]=[C:6]([F:8])[CH:5]=[CH:4][C:3]=1[S:9](Cl)(=[O:11])=[O:10].[NH2:13][C:14]1[CH:23]=[CH:22][C:21]2[N:20]3[CH2:24][CH2:25][C@@H:19]3[CH2:18][O:17][C:16]=2[C:15]=1[C:26]([O:28][C:29]([CH3:32])([CH3:31])[CH3:30])=[O:27]. (5) Given the product [CH2:37]([N:26]1[C:19]2[C:18]([O:17][CH2:14][CH:11]3[CH2:12][CH2:13][NH:8][CH2:9][CH2:10]3)=[CH:23][N:22]=[CH:21][C:20]=2[N:24]=[C:25]1[C:27]1[C:31]([NH2:32])=[N:30][O:29][N:28]=1)[CH3:38], predict the reactants needed to synthesize it. The reactants are: C(OC([N:8]1[CH2:13][CH2:12][CH:11]([CH:14]([O:17][C:18]2[C:19]3[NH:26][C:25]([C:27]4[C:31]([NH2:32])=[N:30][O:29][N:28]=4)=[N:24][C:20]=3[CH:21]=[N:22][CH:23]=2)CC)[CH2:10][CH2:9]1)=O)(C)(C)C.ClCCl.F[C:37](F)(F)[C:38](O)=O. (6) Given the product [CH3:1][C:2]1[CH:7]=[C:6]([N:8]2[CH2:12][CH2:11][CH:10]([N:13]3[CH2:17][CH2:16][CH2:15][CH:14]3[CH3:18])[CH2:9]2)[CH:5]=[CH:4][C:3]=1[NH:19][C:30]([C:28]1[CH:27]=[CH:26][C:24]2[NH:25][C:21](=[O:20])[NH:22][C:23]=2[CH:29]=1)=[O:31], predict the reactants needed to synthesize it. The reactants are: [CH3:1][C:2]1[CH:7]=[C:6]([N:8]2[CH2:12][CH2:11][CH:10]([N:13]3[CH2:17][CH2:16][CH2:15][CH:14]3[CH3:18])[CH2:9]2)[CH:5]=[CH:4][C:3]=1[NH2:19].[O:20]=[C:21]1[NH:25][C:24]2[CH:26]=[CH:27][C:28]([C:30](O)=[O:31])=[CH:29][C:23]=2[NH:22]1. (7) Given the product [NH:1]1[C:9]2[C:4](=[CH:5][CH:6]=[C:7]([CH2:10][NH:13][CH3:12])[CH:8]=2)[CH:3]=[CH:2]1, predict the reactants needed to synthesize it. The reactants are: [NH:1]1[C:9]2[C:4](=[CH:5][CH:6]=[C:7]([CH:10]=O)[CH:8]=2)[CH:3]=[CH:2]1.[CH3:12][NH2:13].[BH4-].[Na+].O.